This data is from Reaction yield outcomes from USPTO patents with 853,638 reactions. The task is: Predict the reaction yield, written as a fraction of the theoretical maximum amount of product (1.0 means a 100% yield; for example, 0.34 means a 34% yield). The reactants are [Cl:1][C:2]1[CH:7]=[C:6]([N+:8]([O-:10])=[O:9])[C:5]([O:11][CH3:12])=[CH:4][C:3]=1[CH3:13].[Mn]([O-])(=O)(=O)=[O:15].[K+].[OH2:20]. No catalyst specified. The product is [Cl:1][C:2]1[CH:7]=[C:6]([N+:8]([O-:10])=[O:9])[C:5]([O:11][CH3:12])=[CH:4][C:3]=1[C:13]([OH:15])=[O:20]. The yield is 0.780.